Dataset: Full USPTO retrosynthesis dataset with 1.9M reactions from patents (1976-2016). Task: Predict the reactants needed to synthesize the given product. Given the product [NH2:8][CH2:9][CH2:10][CH2:11][CH2:12][C:13]([NH:70][C@H:44]([CH2:45][C@H:46]([NH:62][C:63]([C:65]1[N:66]=[N:67][NH:68][CH:69]=1)=[O:64])[CH2:47][C:48]1[CH:53]=[CH:52][C:51]([C:54]2[CH:59]=[C:58]([Cl:60])[CH:57]=[CH:56][C:55]=2[F:61])=[CH:50][CH:49]=1)[C:43]([OH:42])=[O:71])=[O:14], predict the reactants needed to synthesize it. The reactants are: C(OC([NH:8][CH2:9][CH2:10][CH2:11][CH2:12][C:13](O)=[O:14])=O)(C)(C)C.CN(C(ON1N=NC2C=CC=NC1=2)=[N+](C)C)C.F[P-](F)(F)(F)(F)F.C([O:42][C:43](=[O:71])[C@H:44]([NH2:70])[CH2:45][C@H:46]([NH:62][C:63]([C:65]1[N:66]=[N:67][NH:68][CH:69]=1)=[O:64])[CH2:47][C:48]1[CH:53]=[CH:52][C:51]([C:54]2[CH:59]=[C:58]([Cl:60])[CH:57]=[CH:56][C:55]=2[F:61])=[CH:50][CH:49]=1)C.CCN(C(C)C)C(C)C.Cl.O1CCOCC1.